From a dataset of Full USPTO retrosynthesis dataset with 1.9M reactions from patents (1976-2016). Predict the reactants needed to synthesize the given product. (1) Given the product [CH3:15][C:5]1[N:4]=[C:3]([NH:1][N:2]=[C:22]([C:19]2[CH:20]=[CH:21][C:16]([CH3:26])=[CH:17][CH:18]=2)[CH2:23][CH3:24])[CH:8]=[C:7]([C:9]2[CH:14]=[CH:13][CH:12]=[CH:11][CH:10]=2)[N:6]=1, predict the reactants needed to synthesize it. The reactants are: [NH:1]([C:3]1[CH:8]=[C:7]([C:9]2[CH:14]=[CH:13][CH:12]=[CH:11][CH:10]=2)[N:6]=[C:5]([CH3:15])[N:4]=1)[NH2:2].[C:16]1([CH3:26])[CH:21]=[CH:20][C:19]([C:22](=O)[CH2:23][CH3:24])=[CH:18][CH:17]=1. (2) Given the product [CH3:1][N:2]1[CH:7]2[CH2:8][C:9](=[N:13][OH:14])[CH2:10][CH:3]1[CH2:4][S:5][CH2:6]2, predict the reactants needed to synthesize it. The reactants are: [CH3:1][N:2]1[CH:7]2[CH2:8][C:9](=O)[CH2:10][CH:3]1[CH2:4][S:5][CH2:6]2.Cl.[NH2:13][OH:14]. (3) Given the product [Cl:20][C:6]1[CH:5]=[N:4][CH:3]=[C:2]([Cl:1])[C:7]=1[S:8][C:9]1[S:13][C:12]([C:14]([NH:21][CH2:22][CH:23]([OH:31])[CH2:24][N:25]2[CH2:26][CH2:27][CH2:28][CH2:29][CH2:30]2)=[O:16])=[CH:11][C:10]=1[N+:17]([O-:19])=[O:18], predict the reactants needed to synthesize it. The reactants are: [Cl:1][C:2]1[CH:3]=[N:4][CH:5]=[C:6]([Cl:20])[C:7]=1[S:8][C:9]1[S:13][C:12]([C:14]([OH:16])=O)=[CH:11][C:10]=1[N+:17]([O-:19])=[O:18].[NH2:21][CH2:22][CH:23]([OH:31])[CH2:24][N:25]1[CH2:30][CH2:29][CH2:28][CH2:27][CH2:26]1. (4) Given the product [CH2:1]([O:5][C:6]([C:8]1[N:9]=[CH:10][C:11]2[C:16]([C:17]=1[OH:18])=[CH:15][CH:14]=[C:13]([O:19][C:20]1[CH:21]=[CH:22][C:23]([F:26])=[CH:24][CH:25]=1)[CH:12]=2)=[O:7])[CH2:2][CH2:3][CH3:4], predict the reactants needed to synthesize it. The reactants are: [CH2:1]([O:5][C:6]([C:8]1[N:9]=[C:10](Br)[C:11]2[C:16]([C:17]=1[OH:18])=[CH:15][CH:14]=[C:13]([O:19][C:20]1[CH:25]=[CH:24][C:23]([F:26])=[CH:22][CH:21]=1)[CH:12]=2)=[O:7])[CH2:2][CH2:3][CH3:4].C([O-])(=O)C.[Na+].CCOC(C)=O. (5) Given the product [C:47]([O:46][C:44]([N:41]1[CH2:42][CH2:43][N:38]([C:34]2[S:35][C:36]([CH3:37])=[C:32](/[CH:31]=[CH:30]/[C:29]3[C:25]([O:24][CH2:23][C:22]4[CH:57]=[CH:58][C:19]([O:18][CH2:17][C:15]5[N:16]=[C:12]([C:9]6[CH:10]=[CH:11][C:6]([CH2:5][C:4]([OH:62])=[O:3])=[CH:7][CH:8]=6)[O:13][C:14]=5[CH3:61])=[C:20]([O:59][CH3:60])[CH:21]=4)=[N:26][N:27]([C:51]4[CH:56]=[CH:55][CH:54]=[CH:53][CH:52]=4)[CH:28]=3)[N:33]=2)[CH2:39][CH2:40]1)=[O:45])([CH3:48])([CH3:50])[CH3:49], predict the reactants needed to synthesize it. The reactants are: C([O:3][C:4](=[O:62])[CH2:5][C:6]1[CH:11]=[CH:10][C:9]([C:12]2[O:13][C:14]([CH3:61])=[C:15]([CH2:17][O:18][C:19]3[CH:58]=[CH:57][C:22]([CH2:23][O:24][C:25]4[C:29](/[CH:30]=[CH:31]/[C:32]5[N:33]=[C:34]([N:38]6[CH2:43][CH2:42][N:41]([C:44]([O:46][C:47]([CH3:50])([CH3:49])[CH3:48])=[O:45])[CH2:40][CH2:39]6)[S:35][C:36]=5[CH3:37])=[CH:28][N:27]([C:51]5[CH:56]=[CH:55][CH:54]=[CH:53][CH:52]=5)[N:26]=4)=[CH:21][C:20]=3[O:59][CH3:60])[N:16]=2)=[CH:8][CH:7]=1)C.O1CCCC1.[OH-].[Na+].Cl.